Predict the reactants needed to synthesize the given product. From a dataset of Full USPTO retrosynthesis dataset with 1.9M reactions from patents (1976-2016). (1) Given the product [ClH:13].[OH:1][C@H:2]1[CH2:6][NH:5][C@H:4]([C:7]([O:9][CH3:10])=[O:8])[CH2:3]1, predict the reactants needed to synthesize it. The reactants are: [OH:1][C@H:2]1[CH2:6][NH:5][C@H:4]([C:7]([OH:9])=[O:8])[CH2:3]1.[C:10]([Cl:13])(=O)C. (2) Given the product [CH3:12][C:13]1[N:14]=[C:15]([NH:30][C:31](=[O:33])[CH3:32])[S:16][C:17]=1[C:18]1[S:19][CH:20]=[CH:21][CH:22]=1, predict the reactants needed to synthesize it. The reactants are: IC1SC(NC(=O)C)=NC=1C.[CH3:12][C:13]1[N:14]=[C:15]([NH:30][C:31](=[O:33])[CH3:32])[S:16][C:17]=1[C:18]1[S:19][C:20](S(NCC#C)(=O)=O)=[CH:21][CH:22]=1.C([Sn](CCCC)(CCCC)C1SC=CC=1)CCC.